This data is from Forward reaction prediction with 1.9M reactions from USPTO patents (1976-2016). The task is: Predict the product of the given reaction. (1) Given the reactants Cl.[N+:2]([C:5]1[CH:15]=[CH:14][C:8]2[CH2:9][CH2:10][NH:11][CH2:12][CH2:13][C:7]=2[CH:6]=1)([O-:4])=[O:3].N1C=CC=CC=1.C(N(CC)CC)C.[C:29]1([CH3:39])[CH:34]=[CH:33][C:32]([S:35](Cl)(=[O:37])=[O:36])=[CH:31][CH:30]=1, predict the reaction product. The product is: [CH3:39][C:29]1[CH:34]=[CH:33][C:32]([S:35]([N:11]2[CH2:10][CH2:9][C:8]3[CH:14]=[CH:15][C:5]([N+:2]([O-:4])=[O:3])=[CH:6][C:7]=3[CH2:13][CH2:12]2)(=[O:37])=[O:36])=[CH:31][CH:30]=1. (2) Given the reactants [Cl:1][C:2]1[C:3]2[C:10](I)=[CH:9][NH:8][C:4]=2[N:5]=[CH:6][N:7]=1.C([Li])CCC.[O:17]1[CH2:22][CH2:21][CH2:20][C:19](=[O:23])[CH2:18]1, predict the reaction product. The product is: [Cl:1][C:2]1[C:3]2[C:10]([C:19]3([OH:23])[CH2:20][CH2:21][CH2:22][O:17][CH2:18]3)=[CH:9][NH:8][C:4]=2[N:5]=[CH:6][N:7]=1. (3) Given the reactants C(O[C:4]([C:6]1[C:7]([OH:27])=[C:8]2[C:20]([C:21]3[CH:26]=[CH:25][CH:24]=[CH:23][CH:22]=3)=[N:19][S:18][C:9]2=[C:10]([C:12]2[CH:17]=[CH:16][N:15]=[CH:14][CH:13]=2)[N:11]=1)=[O:5])C.[NH2:28][CH2:29][C:30]([OH:32])=[O:31], predict the reaction product. The product is: [OH:27][C:7]1[C:6]([C:4]([NH:28][CH2:29][C:30]([OH:32])=[O:31])=[O:5])=[N:11][C:10]([C:12]2[CH:17]=[CH:16][N:15]=[CH:14][CH:13]=2)=[C:9]2[S:18][N:19]=[C:20]([C:21]3[CH:26]=[CH:25][CH:24]=[CH:23][CH:22]=3)[C:8]=12. (4) Given the reactants [OH:1][C:2]1[CH:10]=[CH:9][C:8]2[NH:7][C:6]3[CH:11]([CH2:14][C:15]([O:17][CH2:18][CH3:19])=[O:16])[CH2:12][CH2:13][C:5]=3[C:4]=2[CH:3]=1.C([O-])([O-])=O.[Cs+].[Cs+].Cl[CH2:27][C:28]1[CH:33]=[CH:32][C:31]([O:34][CH2:35][CH:36]2[CH2:38][CH2:37]2)=[C:30]([C:39]([F:42])([F:41])[F:40])[CH:29]=1, predict the reaction product. The product is: [CH:36]1([CH2:35][O:34][C:31]2[CH:32]=[CH:33][C:28]([CH2:27][O:1][C:2]3[CH:10]=[CH:9][C:8]4[NH:7][C:6]5[CH:11]([CH2:14][C:15]([O:17][CH2:18][CH3:19])=[O:16])[CH2:12][CH2:13][C:5]=5[C:4]=4[CH:3]=3)=[CH:29][C:30]=2[C:39]([F:40])([F:41])[F:42])[CH2:38][CH2:37]1.